This data is from Reaction yield outcomes from USPTO patents with 853,638 reactions. The task is: Predict the reaction yield, written as a fraction of the theoretical maximum amount of product (1.0 means a 100% yield; for example, 0.34 means a 34% yield). The reactants are [NH2:1][C:2]1[N:7]=[CH:6][C:5]([C:8]2[CH:30]=[CH:29][C:11]3[N:12]([C:25]([CH3:28])([CH3:27])[CH3:26])[C:13]([C:15]4[CH:24]=[CH:23][CH:22]=[CH:21][C:16]=4[C:17]([NH:19][OH:20])=[NH:18])=[N:14][C:10]=3[CH:9]=2)=[CH:4][N:3]=1.[Cl:31][C:32]([Cl:43])([Cl:42])[C:33](O[C:33](=O)[C:32]([Cl:43])([Cl:42])[Cl:31])=O.CCOC(C)=O. The catalyst is C1(C)C=CC=CC=1. The product is [C:25]([N:12]1[C:11]2[CH:29]=[CH:30][C:8]([C:5]3[CH:4]=[N:3][C:2]([NH2:1])=[N:7][CH:6]=3)=[CH:9][C:10]=2[N:14]=[C:13]1[C:15]1[CH:24]=[CH:23][CH:22]=[CH:21][C:16]=1[C:17]1[N:18]=[C:33]([C:32]([Cl:43])([Cl:42])[Cl:31])[O:20][N:19]=1)([CH3:26])([CH3:27])[CH3:28]. The yield is 0.670.